From a dataset of Retrosynthesis with 50K atom-mapped reactions and 10 reaction types from USPTO. Predict the reactants needed to synthesize the given product. (1) Given the product CCCCCCCCOc1cccc(F)c1F, predict the reactants needed to synthesize it. The reactants are: CCCCCCCCBr.Oc1cccc(F)c1F. (2) Given the product Cc1ccc(-c2ncccn2)c(C(=O)N2C[C@@H]3C[C@@H]3C[C@H]2CO[Si](c2ccccc2)(c2ccccc2)C(C)(C)C)n1, predict the reactants needed to synthesize it. The reactants are: CC(C)(C)[Si](OC[C@@H]1C[C@H]2C[C@H]2CN1)(c1ccccc1)c1ccccc1.Cc1ccc(-c2ncccn2)c(C(=O)O)n1. (3) Given the product CCN(CC)CC(=O)c1cccc2ccccc12, predict the reactants needed to synthesize it. The reactants are: CCNCC.O=C(CBr)c1cccc2ccccc12. (4) Given the product Nc1nc(Cl)nc2c1ncn2C1CCCCO1, predict the reactants needed to synthesize it. The reactants are: Clc1nc(Cl)c2ncn(C3CCCCO3)c2n1.N.